This data is from Reaction yield outcomes from USPTO patents with 853,638 reactions. The task is: Predict the reaction yield, written as a fraction of the theoretical maximum amount of product (1.0 means a 100% yield; for example, 0.34 means a 34% yield). (1) The catalyst is ClCCl. The reactants are [C:9](O[C:9]([O:11][C:12]([CH3:15])([CH3:14])[CH3:13])=[O:10])([O:11][C:12]([CH3:15])([CH3:14])[CH3:13])=[O:10].[NH:16]1[CH2:21][CH2:20][O:19][C@@H:18]([CH2:22][OH:23])[CH2:17]1.C(N(CC)CC)C. The yield is 0.640. The product is [OH:23][CH2:22][C@@H:18]1[O:19][CH2:20][CH2:21][N:16]([C:9]([O:11][C:12]([CH3:13])([CH3:14])[CH3:15])=[O:10])[CH2:17]1. (2) The reactants are Cl[C:2]1[CH:7]=[C:6](Cl)[N:5]=[CH:4][N:3]=1.[CH3:9][C:10]1[CH:11]=[C:12](B(O)O)[CH:13]=[CH:14][CH:15]=1.C(=O)([O-])[O-].[Na+].[Na+]. The catalyst is C1C=CC(P(C2C=CC=CC=2)C2C=CC=CC=2)=CC=1.C1C=CC(P(C2C=CC=CC=2)C2C=CC=CC=2)=CC=1.Cl[Pd]Cl.O.C(#N)C. The product is [CH3:9][C:10]1[CH:11]=[C:12]([C:2]2[CH:7]=[C:6]([C:14]3[CH:13]=[CH:12][CH:11]=[C:10]([CH3:9])[CH:15]=3)[N:5]=[CH:4][N:3]=2)[CH:13]=[CH:14][CH:15]=1. The yield is 0.150. (3) The reactants are [C:1]([O:5][C:6]([N:8]1[CH2:13][CH2:12][CH:11]([OH:14])[CH2:10][CH2:9]1)=[O:7])([CH3:4])([CH3:3])[CH3:2].[H-].[Na+].Br[C:18]1[CH:23]=[CH:22][CH:21]=[CH:20][N:19]=1. The catalyst is CN1CCCC1=O.C(OCC)(=O)C. The product is [N:19]1[CH:20]=[CH:21][CH:22]=[CH:23][C:18]=1[O:14][CH:11]1[CH2:12][CH2:13][N:8]([C:6]([O:5][C:1]([CH3:4])([CH3:2])[CH3:3])=[O:7])[CH2:9][CH2:10]1. The yield is 0.820. (4) The reactants are [CH3:1][C:2]([C:11]1[S:12][CH:13]=[CH:14][N:15]=1)([CH3:10])[C:3]([O:5][C:6]([CH3:9])([CH3:8])[CH3:7])=[O:4].[Br:16]Br. The catalyst is C(Cl)(Cl)Cl.[O-]S([O-])(=S)=O.[Na+].[Na+].C([O-])(O)=O.[Na+]. The product is [Br:16][C:13]1[S:12][C:11]([C:2]([CH3:1])([CH3:10])[C:3]([O:5][C:6]([CH3:7])([CH3:8])[CH3:9])=[O:4])=[N:15][CH:14]=1. The yield is 0.820.